This data is from Reaction yield outcomes from USPTO patents with 853,638 reactions. The task is: Predict the reaction yield, written as a fraction of the theoretical maximum amount of product (1.0 means a 100% yield; for example, 0.34 means a 34% yield). The reactants are C([Li])CCC.CC1(C)CCCC(C)(C)N1.[F:16][C:17]1[CH:24]=[C:23]([CH3:25])[CH:22]=[CH:21][C:18]=1[C:19]#[N:20].[I-:26].S([O-])(O)(=O)=O.[Na+]. The catalyst is O1CCCC1. The product is [F:16][C:17]1[C:24]([I:26])=[C:23]([CH3:25])[CH:22]=[CH:21][C:18]=1[C:19]#[N:20]. The yield is 0.800.